From a dataset of Full USPTO retrosynthesis dataset with 1.9M reactions from patents (1976-2016). Predict the reactants needed to synthesize the given product. (1) Given the product [I-:35].[CH2:1]([C@@:8]12[O:33][C:11]3=[C:12]([OH:32])[CH:13]=[CH:14][C:15]4[CH2:16][C@H:17]5[N+:28]([CH3:34])([CH3:31])[CH2:29][CH2:30][C@:9]1([C@@:18]5([O:23][CH2:24][CH2:25][CH2:26][CH3:27])[CH2:19][CH2:20][C:21]2=[O:22])[C:10]=43)[C:2]1[CH:7]=[CH:6][CH:5]=[CH:4][CH:3]=1, predict the reactants needed to synthesize it. The reactants are: [CH2:1]([C@@:8]12[O:33][C:11]3=[C:12]([OH:32])[CH:13]=[CH:14][C:15]4[CH2:16][C@H:17]5[N:28]([CH3:31])[CH2:29][CH2:30][C@:9]1([C@@:18]5([O:23][CH2:24][CH2:25][CH2:26][CH3:27])[CH2:19][CH2:20][C:21]2=[O:22])[C:10]=43)[C:2]1[CH:7]=[CH:6][CH:5]=[CH:4][CH:3]=1.[CH3:34][I:35]. (2) Given the product [Cl:14][C:2]1[N:7]=[CH:6][N:5]=[C:4]([C:8]([O:10][CH3:11])=[O:9])[CH:3]=1, predict the reactants needed to synthesize it. The reactants are: O[C:2]1[N:7]=[CH:6][N:5]=[C:4]([C:8]([O:10][CH3:11])=[O:9])[CH:3]=1.O=P(Cl)(Cl)[Cl:14].